The task is: Predict the reactants needed to synthesize the given product.. This data is from Full USPTO retrosynthesis dataset with 1.9M reactions from patents (1976-2016). (1) The reactants are: [C:1](/[CH:3]=[CH:4]/[S:5]([C:8]1[CH:13]=[CH:12][C:11]([C:14]([CH3:19])([CH3:18])[C:15]([OH:17])=O)=[CH:10][CH:9]=1)(=[O:7])=[O:6])#[N:2].[CH3:20][O:21][C:22]1[CH:30]=[CH:29][CH:28]=[CH:27][C:23]=1[CH2:24][NH:25][CH3:26].Cl.CN(C)CCCN=C=NCC.ON1C2C=CC=CC=2N=N1. Given the product [C:1](/[CH:3]=[CH:4]/[S:5]([C:8]1[CH:9]=[CH:10][C:11]([C:14]([CH3:19])([CH3:18])[C:15]([N:25]([CH2:24][C:23]2[CH:27]=[CH:28][CH:29]=[CH:30][C:22]=2[O:21][CH3:20])[CH3:26])=[O:17])=[CH:12][CH:13]=1)(=[O:6])=[O:7])#[N:2], predict the reactants needed to synthesize it. (2) Given the product [C:14]([NH:1][C:2]1[CH:3]=[C:4]([CH2:10][C:11](=[O:13])[CH3:12])[CH:5]=[CH:6][C:7]=1[O:8][CH3:9])(=[O:16])[CH3:15], predict the reactants needed to synthesize it. The reactants are: [NH2:1][C:2]1[CH:3]=[C:4]([CH2:10][C:11](=[O:13])[CH3:12])[CH:5]=[CH:6][C:7]=1[O:8][CH3:9].[C:14](OC(=O)C)(=[O:16])[CH3:15]. (3) Given the product [N+:17]([CH:16]=[C:15]([NH:22][C@H:23]1[CH2:29][CH2:28][CH2:27][CH2:26][N:25]([CH2:30][C:31]([N:33]2[CH2:34][CH2:35][CH2:36][CH2:37]2)=[O:32])[C:24]1=[O:38])[NH:8][C:7]1[CH:9]=[CH:10][C:4]([O:3][C:2]([F:11])([F:12])[F:1])=[CH:5][CH:6]=1)([O-:19])=[O:18], predict the reactants needed to synthesize it. The reactants are: [F:1][C:2]([F:12])([F:11])[O:3][C:4]1[CH:10]=[CH:9][C:7]([NH2:8])=[CH:6][CH:5]=1.CS[C:15](SC)=[CH:16][N+:17]([O-:19])=[O:18].[NH2:22][C@H:23]1[CH2:29][CH2:28][CH2:27][CH2:26][N:25]([CH2:30][C:31]([N:33]2[CH2:37][CH2:36][CH2:35][CH2:34]2)=[O:32])[C:24]1=[O:38]. (4) Given the product [CH:7]1([C:6]2[NH:5][N:4]=[CH:3][C:2]=2[B:10]2[O:14][C:13]([CH3:16])([CH3:15])[C:12]([CH3:18])([CH3:17])[O:11]2)[CH2:9][CH2:8]1, predict the reactants needed to synthesize it. The reactants are: Br[C:2]1[CH:3]=[N:4][NH:5][C:6]=1[CH:7]1[CH2:9][CH2:8]1.[B:10]1([B:10]2[O:14][C:13]([CH3:16])([CH3:15])[C:12]([CH3:18])([CH3:17])[O:11]2)[O:14][C:13]([CH3:16])([CH3:15])[C:12]([CH3:18])([CH3:17])[O:11]1.CC([O-])=O.[K+]. (5) Given the product [CH2:38]([O:40][C:11](=[O:19])[C@H:10]([CH3:20])[CH2:9][C@H:8]([NH2:12])[CH2:7][C:4]1[CH:5]=[CH:6][C:1]([C:21]2[CH:26]=[CH:25][CH:24]=[CH:23][CH:22]=2)=[CH:2][CH:3]=1)[CH3:39], predict the reactants needed to synthesize it. The reactants are: [C:1]1([C:21]2[CH:26]=[CH:25][CH:24]=[CH:23][CH:22]=2)[CH:6]=[CH:5][C:4]([CH2:7][C@H:8]2[N:12](C(=O)C(C)(C)C)[C:11](=[O:19])[C@H:10]([CH3:20])[CH2:9]2)=[CH:3][CH:2]=1.C1(C)C=CC(S(O)(=O)=O)=CC=1.[CH2:38]([OH:40])[CH3:39]. (6) Given the product [F:1][C:2]1[CH:25]=[CH:24][CH:23]=[C:22]([C:26]([F:28])([F:29])[F:27])[C:3]=1[C:4]([NH:6][C:7]1[S:18][C:10]2[C:11]([CH3:17])([CH3:16])[O:12][C:13]([CH3:14])([CH3:15])[C:9]=2[C:8]=1[C:19]([NH:34][CH2:31][C:32]#[CH:33])=[O:21])=[O:5], predict the reactants needed to synthesize it. The reactants are: [F:1][C:2]1[CH:25]=[CH:24][CH:23]=[C:22]([C:26]([F:29])([F:28])[F:27])[C:3]=1[C:4]([NH:6][C:7]1[S:18][C:10]2[C:11]([CH3:17])([CH3:16])[O:12][C:13]([CH3:15])([CH3:14])[C:9]=2[C:8]=1[C:19]([OH:21])=O)=[O:5].Cl.[CH2:31]([NH2:34])[C:32]#[CH:33]. (7) Given the product [CH2:34]([N:43]1[CH2:48][CH2:47][N:46]([C:29]([C:3]2[CH:4]=[CH:5][C:6]([CH2:9][CH2:10][CH2:11][CH2:12][C:13]3[CH:14]=[CH:15][C:16]([CH2:19][C:20]([O:22][CH3:23])=[O:21])=[CH:17][CH:18]=3)=[CH:7][CH:8]=2)=[O:30])[CH2:45][CH2:44]1)/[CH:35]=[CH:36]/[C:37]1[CH:42]=[CH:41][CH:40]=[CH:39][CH:38]=1, predict the reactants needed to synthesize it. The reactants are: CO[C:3]1[CH:8]=[CH:7][C:6]([CH2:9][CH2:10][CH2:11][CH2:12][C:13]2[CH:18]=[CH:17][C:16]([CH2:19][C:20]([O:22][CH3:23])=[O:21])=[CH:15][CH:14]=2)=[CH:5][CH:4]=1.IC1C=CC([C:29](O)=[O:30])=CC=1.[CH2:34]([N:43]1[CH2:48][CH2:47][NH:46][CH2:45][CH2:44]1)/[CH:35]=[CH:36]/[C:37]1[CH:42]=[CH:41][CH:40]=[CH:39][CH:38]=1.C(N(CC)CC)C.C(Cl)CCl.Cl. (8) Given the product [Cl:1][C:2]1[CH:7]=[CH:6][CH:5]=[C:4]([F:8])[C:3]=1[NH:9][C:10]1[NH:22][C:21]2[C:16]3[N:17]=[C:18]([CH3:20])[O:19][C:15]=3[C:14]([C:23]([NH:30][C:29]3[CH:31]=[C:32]([C:35]([F:36])([F:37])[F:38])[CH:33]=[CH:34][C:28]=3[F:27])=[O:24])=[CH:13][C:12]=2[N:11]=1, predict the reactants needed to synthesize it. The reactants are: [Cl:1][C:2]1[CH:7]=[CH:6][CH:5]=[C:4]([F:8])[C:3]=1[NH:9][C:10]1[NH:22][C:21]2[C:16]3[N:17]=[C:18]([CH3:20])[O:19][C:15]=3[C:14]([C:23](OC)=[O:24])=[CH:13][C:12]=2[N:11]=1.[F:27][C:28]1[CH:34]=[CH:33][C:32]([C:35]([F:38])([F:37])[F:36])=[CH:31][C:29]=1[NH2:30].C[Al](C)C.